From a dataset of Full USPTO retrosynthesis dataset with 1.9M reactions from patents (1976-2016). Predict the reactants needed to synthesize the given product. (1) The reactants are: FC(F)(F)S(O[C:7]1[CH:8]=[N:9][C:10]([CH3:13])=[CH:11][CH:12]=1)(=O)=O.I[Zn][C:18]1[CH:23]=[CH:22][CH:21]=[CH:20][C:19]=1[C:24]([O:26][CH3:27])=[O:25]. Given the product [CH3:13][C:10]1[N:9]=[CH:8][C:7]([C:18]2[CH:23]=[CH:22][CH:21]=[CH:20][C:19]=2[C:24]([O:26][CH3:27])=[O:25])=[CH:12][CH:11]=1, predict the reactants needed to synthesize it. (2) Given the product [Cl:1][C:2]1[C:3]([O:12][CH3:13])=[C:4]([CH2:5][OH:6])[C:8]([Cl:11])=[CH:9][CH:10]=1, predict the reactants needed to synthesize it. The reactants are: [Cl:1][C:2]1[C:3]([O:12][CH3:13])=[C:4]([C:8]([Cl:11])=[CH:9][CH:10]=1)[C:5](O)=[O:6]. (3) Given the product [F:10][C:7]([F:8])([F:9])[C:6]([NH:14][C:15]1[CH:20]=[CH:19][N:18]2[N:21]=[CH:22][C:23]([CH:24]=[O:25])=[C:17]2[CH:16]=1)=[O:11], predict the reactants needed to synthesize it. The reactants are: [F:8][C:7]([F:10])([F:9])[C:6](O[C:6](=[O:11])[C:7]([F:10])([F:9])[F:8])=[O:11].[NH2:14][C:15]1[CH:20]=[CH:19][N:18]2[N:21]=[CH:22][C:23]([CH:24]=[O:25])=[C:17]2[CH:16]=1.CCN(CC)CC.